Task: Predict the product of the given reaction.. Dataset: Forward reaction prediction with 1.9M reactions from USPTO patents (1976-2016) (1) Given the reactants OC(C)(C)[C:3]#[C:4][C:5]1[CH:10]=[CH:9][C:8]([OH:11])=[C:7]([C:12]2[O:13][C:14]3[CH:24]=[C:23]4[C:18]([CH:19]=[CH:20][CH:21]=[CH:22]4)=[CH:17][C:15]=3[N:16]=2)[CH:6]=1.[OH-].[K+], predict the reaction product. The product is: [C:4]([C:5]1[CH:10]=[CH:9][C:8]([OH:11])=[C:7]([C:12]2[O:13][C:14]3[CH:24]=[C:23]4[C:18]([CH:19]=[CH:20][CH:21]=[CH:22]4)=[CH:17][C:15]=3[N:16]=2)[CH:6]=1)#[CH:3]. (2) The product is: [CH2:1]([O:5][C:6]1[CH:7]=[C:8](/[CH:13]=[C:14](\[O:18][CH2:19][CH3:20])/[C:15]([O:17][CH3:27])=[O:16])[CH:9]=[CH:10][C:11]=1[I:12])[CH2:2][CH2:3][CH3:4]. Given the reactants [CH2:1]([O:5][C:6]1[CH:7]=[C:8](/[CH:13]=[C:14](\[O:18][CH2:19][CH3:20])/[C:15]([OH:17])=[O:16])[CH:9]=[CH:10][C:11]=1[I:12])[CH2:2][CH2:3][CH3:4].S(=O)(=O)(O)O.O.[CH3:27]O, predict the reaction product. (3) The product is: [F:1][C:2]1[CH:3]=[CH:4][C:5]2[N:9]=[CH:8][N:7]([C:10]3[N:18]=[C:17]4[C:13]([N:14]([CH3:32])[C:15](=[O:30])[N:16]4[C@H:19]4[C:28]5[C:23](=[C:24]([F:29])[CH:25]=[CH:26][CH:27]=5)[O:22][CH2:21][CH2:20]4)=[CH:12][N:11]=3)[C:6]=2[CH:31]=1. Given the reactants [F:1][C:2]1[CH:3]=[CH:4][C:5]2[N:9]=[CH:8][N:7]([C:10]3[N:18]=[C:17]4[C:13]([NH:14][C:15](=[O:30])[N:16]4[C@H:19]4[C:28]5[C:23](=[C:24]([F:29])[CH:25]=[CH:26][CH:27]=5)[O:22][CH2:21][CH2:20]4)=[CH:12][N:11]=3)[C:6]=2[CH:31]=1.[CH3:32]CN(P1(N(C)CCCN1)=NC(C)(C)C)CC.IC, predict the reaction product. (4) Given the reactants Br[C:2]1[CH:7]=[CH:6][C:5]([C:8]2[C:14]3[CH:15]=[C:16]([O:21][CH3:22])[C:17]([O:19][CH3:20])=[CH:18][C:13]=3[CH2:12][CH:11]([CH3:23])[N:10]([C:24]([NH:26][CH3:27])=[O:25])[N:9]=2)=[CH:4][CH:3]=1.[CH3:28][C:29]1[C:33](B(O)O)=[C:32]([CH3:37])[O:31][N:30]=1.C(=O)([O-])[O-].[K+].[K+], predict the reaction product. The product is: [CH3:28][C:29]1[C:33]([C:2]2[CH:7]=[CH:6][C:5]([C:8]3[C:14]4[CH:15]=[C:16]([O:21][CH3:22])[C:17]([O:19][CH3:20])=[CH:18][C:13]=4[CH2:12][CH:11]([CH3:23])[N:10]([C:24]([NH:26][CH3:27])=[O:25])[N:9]=3)=[CH:4][CH:3]=2)=[C:32]([CH3:37])[O:31][N:30]=1.